This data is from NCI-60 drug combinations with 297,098 pairs across 59 cell lines. The task is: Regression. Given two drug SMILES strings and cell line genomic features, predict the synergy score measuring deviation from expected non-interaction effect. (1) Drug 1: CCC1=CC2CC(C3=C(CN(C2)C1)C4=CC=CC=C4N3)(C5=C(C=C6C(=C5)C78CCN9C7C(C=CC9)(C(C(C8N6C)(C(=O)OC)O)OC(=O)C)CC)OC)C(=O)OC. Drug 2: CC(C)(C#N)C1=CC=C(C=C1)N2C3=C4C=C(C=CC4=NC=C3N(C2=O)C)C5=CC6=CC=CC=C6N=C5. Cell line: HCT116. Synergy scores: CSS=62.2, Synergy_ZIP=4.61, Synergy_Bliss=2.05, Synergy_Loewe=1.39, Synergy_HSA=4.89. (2) Drug 1: C1=C(C(=O)NC(=O)N1)F. Drug 2: C1=CC(=CC=C1CC(C(=O)O)N)N(CCCl)CCCl.Cl. Cell line: 786-0. Synergy scores: CSS=48.0, Synergy_ZIP=3.12, Synergy_Bliss=2.95, Synergy_Loewe=5.35, Synergy_HSA=6.66. (3) Drug 1: COC1=CC(=CC(=C1O)OC)C2C3C(COC3=O)C(C4=CC5=C(C=C24)OCO5)OC6C(C(C7C(O6)COC(O7)C8=CC=CS8)O)O. Drug 2: B(C(CC(C)C)NC(=O)C(CC1=CC=CC=C1)NC(=O)C2=NC=CN=C2)(O)O. Cell line: HT29. Synergy scores: CSS=34.3, Synergy_ZIP=1.11, Synergy_Bliss=3.42, Synergy_Loewe=2.88, Synergy_HSA=2.54. (4) Drug 1: CCN(CC)CCNC(=O)C1=C(NC(=C1C)C=C2C3=C(C=CC(=C3)F)NC2=O)C. Drug 2: CNC(=O)C1=NC=CC(=C1)OC2=CC=C(C=C2)NC(=O)NC3=CC(=C(C=C3)Cl)C(F)(F)F. Cell line: RXF 393. Synergy scores: CSS=3.31, Synergy_ZIP=-1.15, Synergy_Bliss=0.527, Synergy_Loewe=2.92, Synergy_HSA=-0.00162. (5) Drug 1: CN1C2=C(C=C(C=C2)N(CCCl)CCCl)N=C1CCCC(=O)O.Cl. Drug 2: C1CNP(=O)(OC1)N(CCCl)CCCl. Cell line: SF-539. Synergy scores: CSS=-1.43, Synergy_ZIP=0.171, Synergy_Bliss=-2.37, Synergy_Loewe=-10.7, Synergy_HSA=-6.18. (6) Drug 1: CC1OCC2C(O1)C(C(C(O2)OC3C4COC(=O)C4C(C5=CC6=C(C=C35)OCO6)C7=CC(=C(C(=C7)OC)O)OC)O)O. Drug 2: COC1=CC(=CC(=C1O)OC)C2C3C(COC3=O)C(C4=CC5=C(C=C24)OCO5)OC6C(C(C7C(O6)COC(O7)C8=CC=CS8)O)O. Cell line: SK-MEL-28. Synergy scores: CSS=27.4, Synergy_ZIP=-4.94, Synergy_Bliss=2.63, Synergy_Loewe=1.11, Synergy_HSA=5.20.